From a dataset of Forward reaction prediction with 1.9M reactions from USPTO patents (1976-2016). Predict the product of the given reaction. (1) Given the reactants N1C2C(=CC=CC=2)C=CC=1.[CH3:11][CH:12]1[CH2:25][CH2:24][O:23][C:22](=[O:26])[CH2:21][CH:20]=[CH:19][CH2:18][CH2:17][C:16]#[C:15][CH2:14][CH2:13]1, predict the reaction product. The product is: [CH3:11][CH:12]1[CH2:25][CH2:24][O:23][C:22](=[O:26])[CH2:21][CH:20]=[CH:19][CH2:18][CH2:17][CH:16]=[CH:15][CH2:14][CH2:13]1. (2) Given the reactants [S:1]1[C:5]2[C:6]([Mg]Br)=[CH:7][CH:8]=[CH:9][C:4]=2[CH:3]=[CH:2]1.[C:12]1([P:18](Cl)[Cl:19])[CH:17]=[CH:16][CH:15]=[CH:14][CH:13]=1.P(Cl)(Cl)Cl, predict the reaction product. The product is: [Cl-:19].[S:1]1[C:5]2[C:6]([PH:18][C:12]3[CH:17]=[CH:16][CH:15]=[CH:14][CH:13]=3)=[CH:7][CH:8]=[CH:9][C:4]=2[CH:3]=[CH:2]1. (3) Given the reactants [C:1]([O:5][C:6]([NH:8][CH2:9][CH2:10][N:11]([CH3:28])[CH:12]1[CH2:17][CH2:16][N:15](C(OCC2C=CC=CC=2)=O)[CH2:14][CH2:13]1)=[O:7])([CH3:4])([CH3:3])[CH3:2], predict the reaction product. The product is: [CH3:28][N:11]([CH:12]1[CH2:17][CH2:16][NH:15][CH2:14][CH2:13]1)[CH2:10][CH2:9][NH:8][C:6](=[O:7])[O:5][C:1]([CH3:4])([CH3:2])[CH3:3]. (4) Given the reactants [C:1]([N:4]1[CH2:9][CH2:8][N:7]([C:10]2[CH:11]=[CH:12][C:13]([CH2:16][CH2:17][C:18]3[S:22][C:21]([C:23]([NH:25][NH:26]C(OC(C)(C)C)=O)=[O:24])=[CH:20][CH:19]=3)=[N:14][CH:15]=2)[CH2:6][CH2:5]1)(=[O:3])[CH3:2].FC(F)(F)C(O)=O, predict the reaction product. The product is: [C:1]([N:4]1[CH2:9][CH2:8][N:7]([C:10]2[CH:11]=[CH:12][C:13]([CH2:16][CH2:17][C:18]3[S:22][C:21]([C:23]([NH:25][NH2:26])=[O:24])=[CH:20][CH:19]=3)=[N:14][CH:15]=2)[CH2:6][CH2:5]1)(=[O:3])[CH3:2]. (5) Given the reactants [CH3:1][C:2]1[C:3]([N:10]2[CH2:15][CH2:14][CH2:13][CH2:12][CH:11]2[CH3:16])=[N:4][CH:5]=[C:6]([CH:9]=1)[C:7]#N.[OH-:17].[K+].[OH2:19], predict the reaction product. The product is: [CH3:1][C:2]1[C:3]([N:10]2[CH2:15][CH2:14][CH2:13][CH2:12][CH:11]2[CH3:16])=[N:4][CH:5]=[C:6]([CH:9]=1)[C:7]([OH:19])=[O:17]. (6) Given the reactants [OH:1][C:2]1[CH:12]=[CH:11][CH:10]=[C:9]([CH3:13])[C:3]=1[C:4]([O:6][CH2:7][CH3:8])=[O:5].C(=O)([O-])[O-].[K+].[K+].[F:20][C:21]1[CH:22]=[C:23]([CH:26]=[CH:27][C:28]=1F)[CH:24]=[O:25], predict the reaction product. The product is: [F:20][C:21]1[CH:22]=[C:23]([CH:24]=[O:25])[CH:26]=[CH:27][C:28]=1[O:1][C:2]1[CH:12]=[CH:11][CH:10]=[C:9]([CH3:13])[C:3]=1[C:4]([O:6][CH2:7][CH3:8])=[O:5]. (7) Given the reactants [CH2:1]([O:4][C:5]1[CH:12]=[C:11]([F:13])[C:8]([CH2:9][OH:10])=[C:7]([Cl:14])[CH:6]=1)[CH:2]=[CH2:3].[C:15]([O:19][C:20]([N:22]1[CH2:27][CH2:26][N:25]([C:28](Cl)=[O:29])[C@H:24]([CH2:31][CH3:32])[CH2:23]1)=[O:21])([CH3:18])([CH3:17])[CH3:16], predict the reaction product. The product is: [CH2:1]([O:4][C:5]1[CH:12]=[C:11]([F:13])[C:8]([CH2:9][O:10][C:28]([N:25]2[CH2:26][CH2:27][N:22]([C:20]([O:19][C:15]([CH3:17])([CH3:16])[CH3:18])=[O:21])[CH2:23][C@H:24]2[CH2:31][CH3:32])=[O:29])=[C:7]([Cl:14])[CH:6]=1)[CH:2]=[CH2:3]. (8) Given the reactants [H-].[Na+].[CH3:3][S:4]([NH2:7])(=[O:6])=[O:5].[Cl:8][C:9]1[CH:10]=[C:11]([CH:16]2[CH2:25][C:24]([CH3:27])([CH3:26])[C:23]3[N:22]=[C:21]([C:28](O)=[O:29])[CH:20]=[CH:19][C:18]=3[NH:17]2)[CH:12]=[CH:13][C:14]=1[F:15].C(N1C=CN=C1)(N1C=CN=C1)=O, predict the reaction product. The product is: [Cl:8][C:9]1[CH:10]=[C:11]([CH:16]2[CH2:25][C:24]([CH3:26])([CH3:27])[C:23]3[N:22]=[C:21]([C:28]([NH:7][S:4]([CH3:3])(=[O:6])=[O:5])=[O:29])[CH:20]=[CH:19][C:18]=3[NH:17]2)[CH:12]=[CH:13][C:14]=1[F:15]. (9) Given the reactants [C:1]([CH:4]([NH:6][C:7]([CH:9]([NH:21][C:22](=[O:29])[CH:23]([NH2:28])[CH2:24][CH:25]([CH3:27])[CH3:26])[CH2:10][C:11]1[CH:20]=[CH:19][C:18]2[C:13](=[CH:14][CH:15]=[CH:16][CH:17]=2)[CH:12]=1)=[O:8])[CH3:5])(=[O:3])[NH2:2].C(N(CC)CC)C.[CH2:37]([O:44][NH:45][C:46](=[O:49])[CH2:47]Br)[C:38]1[CH:43]=[CH:42][CH:41]=[CH:40][CH:39]=1, predict the reaction product. The product is: [C:1]([CH:4]([NH:6][C:7]([CH:9]([NH:21][C:22](=[O:29])[CH:23]([NH:28][CH2:47][C:46](=[O:49])[NH:45][O:44][CH2:37][C:38]1[CH:43]=[CH:42][CH:41]=[CH:40][CH:39]=1)[CH2:24][CH:25]([CH3:26])[CH3:27])[CH2:10][C:11]1[CH:20]=[CH:19][C:18]2[C:13](=[CH:14][CH:15]=[CH:16][CH:17]=2)[CH:12]=1)=[O:8])[CH3:5])(=[O:3])[NH2:2]. (10) Given the reactants [CH3:1][C@@:2]([C:6]([OH:8])=[O:7])([CH2:4][OH:5])[NH2:3].C[Si](/N=C(/O[Si](C)(C)C)\C(F)(F)F)(C)C.[C:24](O[C:24]([O:26][C:27]([CH3:30])([CH3:29])[CH3:28])=[O:25])([O:26][C:27]([CH3:30])([CH3:29])[CH3:28])=[O:25], predict the reaction product. The product is: [CH3:28][C:27]([O:26][C:24]([NH:3][C@:2]([CH3:1])([C:6]([OH:8])=[O:7])[CH2:4][OH:5])=[O:25])([CH3:30])[CH3:29].